Dataset: NCI-60 drug combinations with 297,098 pairs across 59 cell lines. Task: Regression. Given two drug SMILES strings and cell line genomic features, predict the synergy score measuring deviation from expected non-interaction effect. (1) Drug 1: CCN(CC)CCNC(=O)C1=C(NC(=C1C)C=C2C3=C(C=CC(=C3)F)NC2=O)C. Drug 2: CC1=C(C(=CC=C1)Cl)NC(=O)C2=CN=C(S2)NC3=CC(=NC(=N3)C)N4CCN(CC4)CCO. Cell line: UACC62. Synergy scores: CSS=52.8, Synergy_ZIP=12.8, Synergy_Bliss=14.1, Synergy_Loewe=13.7, Synergy_HSA=17.7. (2) Drug 1: C1=CC=C(C(=C1)C(C2=CC=C(C=C2)Cl)C(Cl)Cl)Cl. Drug 2: CC1=C(C(=O)C2=C(C1=O)N3CC4C(C3(C2COC(=O)N)OC)N4)N. Cell line: MDA-MB-231. Synergy scores: CSS=10.7, Synergy_ZIP=-4.65, Synergy_Bliss=-2.46, Synergy_Loewe=-24.0, Synergy_HSA=0.0990. (3) Drug 1: CCN(CC)CCNC(=O)C1=C(NC(=C1C)C=C2C3=C(C=CC(=C3)F)NC2=O)C. Cell line: HCT-15. Synergy scores: CSS=0.158, Synergy_ZIP=3.41, Synergy_Bliss=-4.73, Synergy_Loewe=-7.97, Synergy_HSA=-5.18. Drug 2: C(CC(=O)O)C(=O)CN.Cl. (4) Drug 1: C1=CC=C(C(=C1)C(C2=CC=C(C=C2)Cl)C(Cl)Cl)Cl. Drug 2: C1CC(=O)NC(=O)C1N2C(=O)C3=CC=CC=C3C2=O. Cell line: NCI/ADR-RES. Synergy scores: CSS=0.575, Synergy_ZIP=2.10, Synergy_Bliss=2.75, Synergy_Loewe=0.403, Synergy_HSA=-0.945. (5) Drug 1: C1=CC(=CC=C1CC(C(=O)O)N)N(CCCl)CCCl.Cl. Drug 2: CC(C)(C#N)C1=CC(=CC(=C1)CN2C=NC=N2)C(C)(C)C#N. Cell line: UACC62. Synergy scores: CSS=4.99, Synergy_ZIP=-4.00, Synergy_Bliss=-0.809, Synergy_Loewe=-0.729, Synergy_HSA=-0.692. (6) Drug 1: CC1=C2C(C(=O)C3(C(CC4C(C3C(C(C2(C)C)(CC1OC(=O)C(C(C5=CC=CC=C5)NC(=O)OC(C)(C)C)O)O)OC(=O)C6=CC=CC=C6)(CO4)OC(=O)C)O)C)O. Drug 2: CC12CCC3C(C1CCC2OP(=O)(O)O)CCC4=C3C=CC(=C4)OC(=O)N(CCCl)CCCl.[Na+]. Cell line: ACHN. Synergy scores: CSS=20.3, Synergy_ZIP=0.412, Synergy_Bliss=2.17, Synergy_Loewe=-45.8, Synergy_HSA=3.72.